Dataset: Forward reaction prediction with 1.9M reactions from USPTO patents (1976-2016). Task: Predict the product of the given reaction. (1) Given the reactants [CH3:1][C:2]1([CH3:20])[C:6]([CH3:8])([CH3:7])[O:5][B:4]([C:9]2[CH:14]=[CH:13][C:12]([O:15][CH2:16][CH:17]3[CH2:19][O:18]3)=[CH:11][CH:10]=2)[O:3]1.[CH3:21][N:22]1[CH2:27][CH2:26][NH:25][CH2:24][CH2:23]1, predict the reaction product. The product is: [CH3:21][N:22]1[CH2:27][CH2:26][N:25]([CH2:19][CH:17]([OH:18])[CH2:16][O:15][C:12]2[CH:13]=[CH:14][C:9]([B:4]3[O:5][C:6]([CH3:7])([CH3:8])[C:2]([CH3:1])([CH3:20])[O:3]3)=[CH:10][CH:11]=2)[CH2:24][CH2:23]1. (2) Given the reactants [N+:1]([C:4]1[CH:9]=[CH:8][C:7]([N:10]2[CH2:15][CH2:14][N:13]([CH2:16][CH:17]3[CH2:20][O:19][CH2:18]3)[CH2:12][CH2:11]2)=[CH:6][CH:5]=1)([O-])=O.[Cl-].[NH4+], predict the reaction product. The product is: [O:19]1[CH2:20][CH:17]([CH2:16][N:13]2[CH2:14][CH2:15][N:10]([C:7]3[CH:8]=[CH:9][C:4]([NH2:1])=[CH:5][CH:6]=3)[CH2:11][CH2:12]2)[CH2:18]1. (3) The product is: [N:1]1([C:5]2[N:14]=[C:13]3[C:8]([C:9](=[O:24])[C:10]([C:19]([OH:21])=[O:20])=[CH:11][NH:12]3)=[CH:7][C:6]=2[Br:25])[CH2:4][CH2:3][CH2:2]1. Given the reactants [N:1]1([C:5]2[N:14]=[C:13]3[C:8]([C:9](=[O:24])[C:10]([C:19]([O:21]CC)=[O:20])=[CH:11][N:12]3CCC#N)=[CH:7][C:6]=2[Br:25])[CH2:4][CH2:3][CH2:2]1.[Li+].[OH-].C(O)(=O)CC(CC(O)=O)(C(O)=O)O, predict the reaction product.